Task: Regression. Given a peptide amino acid sequence and an MHC pseudo amino acid sequence, predict their binding affinity value. This is MHC class I binding data.. Dataset: Peptide-MHC class I binding affinity with 185,985 pairs from IEDB/IMGT (1) The peptide sequence is CESCVYNMM. The MHC is HLA-B44:02 with pseudo-sequence HLA-B44:02. The binding affinity (normalized) is 0.520. (2) The MHC is HLA-A30:01 with pseudo-sequence HLA-A30:01. The peptide sequence is KTIYAVDSF. The binding affinity (normalized) is 0.331. (3) The peptide sequence is AVDWYQQRI. The MHC is HLA-A03:01 with pseudo-sequence HLA-A03:01. The binding affinity (normalized) is 0.0847. (4) The peptide sequence is RPVSPGKDI. The MHC is HLA-B07:02 with pseudo-sequence HLA-B07:02. The binding affinity (normalized) is 0.647. (5) The peptide sequence is GTFEFTSFFY. The MHC is HLA-A29:02 with pseudo-sequence HLA-A29:02. The binding affinity (normalized) is 1.00. (6) The peptide sequence is WFREDRSPV. The MHC is HLA-B58:01 with pseudo-sequence HLA-B58:01. The binding affinity (normalized) is 0.0847. (7) The peptide sequence is RPAGARAAF. The MHC is HLA-B39:01 with pseudo-sequence HLA-B39:01. The binding affinity (normalized) is 0.0847.